From a dataset of Forward reaction prediction with 1.9M reactions from USPTO patents (1976-2016). Predict the product of the given reaction. (1) The product is: [CH2:28]([N:3]([CH2:1][CH3:2])[C:4](=[O:27])[C:5]1[CH:10]=[CH:9][C:8]([C@@H:11]([C:18]2[CH:23]=[CH:22][CH:21]=[C:20]([N+:24]([O-:26])=[O:25])[CH:19]=2)[N:12]2[CH2:17][CH2:16][NH:15][CH2:14][CH2:13]2)=[CH:7][CH:6]=1)[CH3:29]. Given the reactants [CH2:1]([N:3]([CH2:28][CH3:29])[C:4](=[O:27])[C:5]1[CH:10]=[CH:9][C:8]([CH:11]([C:18]2[CH:23]=[CH:22][CH:21]=[C:20]([N+:24]([O-:26])=[O:25])[CH:19]=2)[N:12]2[CH2:17][CH2:16][NH:15][CH2:14][CH2:13]2)=[CH:7][CH:6]=1)[CH3:2].C1(C)C=CC(C([C@@](C(O)=O)(O)[C@@](C(C2C=CC(C)=CC=2)=O)(O)C(O)=O)=O)=CC=1, predict the reaction product. (2) The product is: [NH2:7][CH2:8][CH2:9][C:10]1[CH:15]=[CH:14][C:13]([C:16]#[N:17])=[CH:12][CH:11]=1. Given the reactants C(OC(=O)[NH:7][CH2:8][CH2:9][C:10]1[CH:15]=[CH:14][C:13]([C:16]#[N:17])=[CH:12][CH:11]=1)(C)(C)C.FC(F)(F)C(O)=O.C(OCC)(=O)C, predict the reaction product. (3) Given the reactants [Cl:1][C:2]1[N:6]([CH3:7])[N:5]=[CH:4][C:3]=1[C:8](N(OC)C)=[O:9].[H-].C([Al+]CC(C)C)C(C)C.S([O-])([O-])(=O)=O.[Mg+2], predict the reaction product. The product is: [Cl:1][C:2]1[N:6]([CH3:7])[N:5]=[CH:4][C:3]=1[CH:8]=[O:9]. (4) Given the reactants [H-].[Al+3].[Li+].[H-].[H-].[H-].[C:7]([N:15]1[CH2:19][CH2:18][CH2:17][C@H:16]1[CH2:20][F:21])(=O)[C:8]1[CH:13]=[CH:12][CH:11]=[CH:10][CH:9]=1.C(OCC)C.O, predict the reaction product. The product is: [CH2:7]([N:15]1[CH2:19][CH2:18][CH2:17][C@H:16]1[CH2:20][F:21])[C:8]1[CH:13]=[CH:12][CH:11]=[CH:10][CH:9]=1. (5) Given the reactants [Cl:1][C:2]1[C:10]2[N:9]=[C:8]3[N:11]([C:15]4[CH:16]=[CH:17][C:18]([OH:22])=[N:19][C:20]=4[CH3:21])[CH2:12][CH2:13][CH2:14][N:7]3[C:6]=2[C:5]([CH:23]([O:28][CH:29]([F:31])[F:30])[C:24]([F:27])([F:26])[F:25])=[CH:4][CH:3]=1.I[CH:33]([CH3:35])[CH3:34], predict the reaction product. The product is: [Cl:1][C:2]1[C:10]2[N:9]=[C:8]3[N:11]([C:15]4[C:20]([CH3:21])=[N:19][C:18]([O:22][CH:33]([CH3:35])[CH3:34])=[CH:17][CH:16]=4)[CH2:12][CH2:13][CH2:14][N:7]3[C:6]=2[C:5]([CH:23]([O:28][CH:29]([F:30])[F:31])[C:24]([F:27])([F:26])[F:25])=[CH:4][CH:3]=1.